Dataset: Aqueous solubility values for 9,982 compounds from the AqSolDB database. Task: Regression/Classification. Given a drug SMILES string, predict its absorption, distribution, metabolism, or excretion properties. Task type varies by dataset: regression for continuous measurements (e.g., permeability, clearance, half-life) or binary classification for categorical outcomes (e.g., BBB penetration, CYP inhibition). For this dataset (solubility_aqsoldb), we predict Y. (1) The molecule is Cc1ccc([N+](=O)[O-])cc1S(=O)(=O)O. The Y is 0.492 log mol/L. (2) The molecule is Clc1ccc(Cl)c(-c2cc(Cl)cc(Cl)c2Cl)c1. The Y is -7.82 log mol/L. (3) The molecule is CC(C)CCCCCCCOP(OCCCCCCCC(C)C)Oc1ccccc1. The Y is -6.38 log mol/L. (4) The Y is -2.57 log mol/L. The drug is O=C1COc2ccccc2N1. (5) The Y is -3.95 log mol/L. The molecule is CSCC(NC(=O)COc1cccc2cnccc12)C(=O)NC(Cc1ccccc1)C(O)C(=O)N1CSCC1C(=O)NC(C)(C)C. (6) The molecule is Oc1cc(Cl)ccc1Cl. The Y is -1.91 log mol/L. (7) The drug is CNc1cc(NS(C)(=O)=O)ccc1Nc1c2ccccc2nc2ccccc12. The Y is -2.94 log mol/L.